From a dataset of Reaction yield outcomes from USPTO patents with 853,638 reactions. Predict the reaction yield, written as a fraction of the theoretical maximum amount of product (1.0 means a 100% yield; for example, 0.34 means a 34% yield). (1) The reactants are [C:1]([N:9]1[CH2:14][CH2:13][N:12]([C:15](=[O:26])[C:16](C2C=CC(Br)=CC=2C)=[O:17])[CH2:11][C@H:10]1C)(=[O:8])[C:2]1[CH:7]=[CH:6][CH:5]=[CH:4][CH:3]=1.[NH:28]1[CH:32]=[CH:31][CH:30]=[N:29]1.C(Cl)(Cl)Cl.[CH3:37]O.CCO[C:42]([CH3:44])=O.[CH3:45][CH2:46][CH2:47][CH2:48][CH2:49]C. No catalyst specified. The product is [C:1]([N:9]1[CH2:10][CH2:11][N:12]([C:15](=[O:26])[C:16]([C:46]2[CH:47]=[CH:48][C:49]([N:28]3[CH:32]=[CH:31][CH:30]=[N:29]3)=[C:42]([CH3:44])[CH:45]=2)=[O:17])[C@H:13]([CH3:37])[CH2:14]1)(=[O:8])[C:2]1[CH:7]=[CH:6][CH:5]=[CH:4][CH:3]=1. The yield is 0.310. (2) The reactants are [NH2:1][C:2]1[C:11]2[N:10]=[C:9]([C:12]3[CH:17]=[CH:16][C:15]([C:18]45[CH2:26][CH2:25][C:22]([CH2:27][C:28]([O:30]C)=[O:29])([CH2:23][CH2:24]4)[CH2:21][CH2:20][CH2:19]5)=[CH:14][CH:13]=3)[C:8]([CH3:33])([CH3:32])[O:7][C:6]=2[N:5]=[CH:4][N:3]=1.[OH-].[Na+]. The catalyst is CO. The product is [NH2:1][C:2]1[C:11]2[N:10]=[C:9]([C:12]3[CH:13]=[CH:14][C:15]([C:18]45[CH2:26][CH2:25][C:22]([CH2:27][C:28]([OH:30])=[O:29])([CH2:23][CH2:24]4)[CH2:21][CH2:20][CH2:19]5)=[CH:16][CH:17]=3)[C:8]([CH3:33])([CH3:32])[O:7][C:6]=2[N:5]=[CH:4][N:3]=1. The yield is 0.590. (3) The reactants are C(OC([N:8]1[CH2:13][CH2:12][N:11]([C:14]([C:16]2[C:17]3[CH:18]=[CH:19][CH:20]=[N:21][C:22]=3[C:23]([O:38]C(C3C=CC=CC=3)C3C=CC=CC=3)=[C:24]3[C:28](=[O:29])[N:27]([CH2:30][C:31]4[CH:36]=[CH:35][C:34]([F:37])=[CH:33][CH:32]=4)[CH2:26][C:25]=23)=[O:15])[CH2:10][CH2:9]1)=O)(C)(C)C.C([SiH](CC)CC)C.FC(F)(F)C(O)=O. The catalyst is ClCCl. The product is [F:37][C:34]1[CH:35]=[CH:36][C:31]([CH2:30][N:27]2[C:28](=[O:29])[C:24]3[C:23]([OH:38])=[C:22]4[C:17]([CH:18]=[CH:19][CH:20]=[N:21]4)=[C:16]([C:14]([N:11]4[CH2:12][CH2:13][NH:8][CH2:9][CH2:10]4)=[O:15])[C:25]=3[CH2:26]2)=[CH:32][CH:33]=1. The yield is 1.00. (4) The reactants are C1(P(C2CCCCC2)C2CCCCC2)CCCCC1.C([O-])(=O)C.[B:33]1([B:33]2[O:37][C:36]([CH3:39])([CH3:38])[C:35]([CH3:41])([CH3:40])[O:34]2)[O:37][C:36]([CH3:39])([CH3:38])[C:35]([CH3:41])([CH3:40])[O:34]1.Br[C:43]1[CH:44]=[C:45]([C:49](=[O:54])[C:50]([F:53])([F:52])[F:51])[CH:46]=[CH:47][CH:48]=1. The catalyst is O1CCOCC1.C1C=CC(/C=C/C(/C=C/C2C=CC=CC=2)=O)=CC=1.C1C=CC(/C=C/C(/C=C/C2C=CC=CC=2)=O)=CC=1.[Pd]. The product is [F:51][C:50]([F:52])([F:53])[C:49]([C:45]1[CH:46]=[CH:47][CH:48]=[C:43]([B:33]2[O:34][C:35]([CH3:40])([CH3:41])[C:36]([CH3:38])([CH3:39])[O:37]2)[CH:44]=1)=[O:54]. The yield is 0.290. (5) The reactants are [F:1][C:2]([F:7])([F:6])[C:3]([OH:5])=[O:4].[CH3:8][C:9]1[CH:14]=[C:13]([S:15]([CH3:18])(=[O:17])=[O:16])[CH:12]=[CH:11][C:10]=1[C:19]1[CH:24]=[CH:23][C:22]([O:25][CH2:26][CH:27]2[CH2:32][CH2:31][NH:30][CH2:29][CH2:28]2)=[CH:21][N:20]=1.Cl[C:34]([O:36][CH:37]([CH3:39])[CH3:38])=[O:35].C(N(CC)CC)C. The catalyst is C(Cl)Cl. The product is [C:3]([OH:5])([C:2]([F:7])([F:6])[F:1])=[O:4].[C:34](=[O:35])([O-:16])[O-:36].[CH3:8][C:9]1[CH:14]=[C:13]([S:15]([CH3:18])(=[O:17])=[O:16])[CH:12]=[CH:11][C:10]=1[C:19]1[N:20]=[CH:21][C:22]([O:25][CH2:26][CH:27]2[CH2:32][CH2:31][N:30]([C:34]([O:36][CH:37]([CH3:39])[CH3:38])=[O:35])[CH2:29][CH2:28]2)=[CH:23][CH:24]=1. The yield is 0.000500. (6) The reactants are O[C:2]1[CH:3]=[C:4]([C:8]2([C:25]3[CH:30]=[CH:29][N:28]=[CH:27][CH:26]=3)[C:16]3[C:11](=[N:12][CH:13]=[CH:14][CH:15]=3)[C:10]([NH:17]C(=O)OC(C)(C)C)=[N:9]2)[CH:5]=[CH:6][CH:7]=1.[CH3:31][CH:32]([CH3:36])[CH2:33][CH2:34][OH:35]. No catalyst specified. The product is [CH2:34]([O:35][C:2]1[CH:3]=[C:4]([C:8]2([C:25]3[CH:26]=[CH:27][N:28]=[CH:29][CH:30]=3)[C:16]3[C:11](=[N:12][CH:13]=[CH:14][CH:15]=3)[C:10]([NH2:17])=[N:9]2)[CH:5]=[CH:6][CH:7]=1)[CH2:33][CH:32]([CH3:36])[CH3:31]. The yield is 0.380. (7) The reactants are [N+:1]([C:4]1[CH:9]=[CH:8][C:7]([CH2:10][C:11]([NH2:13])=[O:12])=[CH:6][CH:5]=1)([O-:3])=[O:2].Br[CH2:15][C:16](=O)[CH2:17][CH3:18].CN(C)C=O.C(=O)([O-])[O-].[K+].[K+]. The catalyst is C(OCC)(=O)C.O. The product is [CH2:17]([C:16]1[N:13]=[C:11]([CH2:10][C:7]2[CH:6]=[CH:5][C:4]([N+:1]([O-:3])=[O:2])=[CH:9][CH:8]=2)[O:12][CH:15]=1)[CH3:18]. The yield is 0.140. (8) The reactants are [CH3:1][C:2]([CH3:38])([CH2:28][O:29]COCC[Si](C)(C)C)[CH2:3][NH:4][C:5]([C:7]1[C:15]2[C:10](=[N:11][CH:12]=[C:13]([C:16]([F:19])([F:18])[F:17])[N:14]=2)[N:9](COCC[Si](C)(C)C)[CH:8]=1)=[O:6].Cl.C(=O)(O)[O-].[Na+]. The catalyst is CO. The product is [OH:29][CH2:28][C:2]([CH3:38])([CH3:1])[CH2:3][NH:4][C:5]([C:7]1[C:15]2[C:10](=[N:11][CH:12]=[C:13]([C:16]([F:18])([F:19])[F:17])[N:14]=2)[NH:9][CH:8]=1)=[O:6]. The yield is 0.700. (9) The reactants are C(OC([NH:8][CH2:9][CH:10]1[CH2:15][CH2:14][N:13]([C:16]2[N:20]([CH3:21])[N:19]=[CH:18][C:17]=2[NH:22][C:23]([C:25]2[N:26]=[C:27](Br)[S:28][C:29]=2[NH:30]C(=O)OC(C)(C)C)=[O:24])[CH2:12][CH2:11]1)=O)CCC.C([O-])([O-])=O.[Na+].[Na+].[OH:45][C:46]1[CH:51]=[CH:50][C:49](B(O)O)=[C:48]([C:55]([F:58])([F:57])[F:56])[CH:47]=1. The catalyst is COCCOC.O.C1C=CC(P(C2C=CC=CC=2)[C-]2C=CC=C2)=CC=1.C1C=CC(P(C2C=CC=CC=2)[C-]2C=CC=C2)=CC=1.Cl[Pd]Cl.[Fe+2]. The product is [NH2:30][C:29]1[S:28][C:27]([C:49]2[CH:50]=[CH:51][C:46]([OH:45])=[CH:47][C:48]=2[C:55]([F:56])([F:57])[F:58])=[N:26][C:25]=1[C:23]([NH:22][C:17]1[CH:18]=[N:19][N:20]([CH3:21])[C:16]=1[N:13]1[CH2:14][CH2:15][CH:10]([CH2:9][NH2:8])[CH2:11][CH2:12]1)=[O:24]. The yield is 0.480.